Dataset: NCI-60 drug combinations with 297,098 pairs across 59 cell lines. Task: Regression. Given two drug SMILES strings and cell line genomic features, predict the synergy score measuring deviation from expected non-interaction effect. (1) Drug 1: CN(C)N=NC1=C(NC=N1)C(=O)N. Drug 2: CN(C)C1=NC(=NC(=N1)N(C)C)N(C)C. Cell line: NCIH23. Synergy scores: CSS=0.467, Synergy_ZIP=-0.912, Synergy_Bliss=-0.150, Synergy_Loewe=-2.45, Synergy_HSA=-1.04. (2) Drug 1: CC1C(C(=O)NC(C(=O)N2CCCC2C(=O)N(CC(=O)N(C(C(=O)O1)C(C)C)C)C)C(C)C)NC(=O)C3=C4C(=C(C=C3)C)OC5=C(C(=O)C(=C(C5=N4)C(=O)NC6C(OC(=O)C(N(C(=O)CN(C(=O)C7CCCN7C(=O)C(NC6=O)C(C)C)C)C)C(C)C)C)N)C. Drug 2: C1=CC=C(C=C1)NC(=O)CCCCCCC(=O)NO. Cell line: NCI/ADR-RES. Synergy scores: CSS=58.0, Synergy_ZIP=-3.48, Synergy_Bliss=-5.52, Synergy_Loewe=-4.69, Synergy_HSA=-1.89. (3) Drug 1: C1=NC2=C(N=C(N=C2N1C3C(C(C(O3)CO)O)F)Cl)N. Drug 2: COC1=C2C(=CC3=C1OC=C3)C=CC(=O)O2. Cell line: SNB-75. Synergy scores: CSS=1.83, Synergy_ZIP=4.98, Synergy_Bliss=0.888, Synergy_Loewe=-4.63, Synergy_HSA=-0.818. (4) Drug 1: C1CCC(C1)C(CC#N)N2C=C(C=N2)C3=C4C=CNC4=NC=N3. Drug 2: C(=O)(N)NO. Cell line: CAKI-1. Synergy scores: CSS=23.5, Synergy_ZIP=-6.46, Synergy_Bliss=-3.42, Synergy_Loewe=-0.0551, Synergy_HSA=1.20. (5) Drug 1: CN(CC1=CN=C2C(=N1)C(=NC(=N2)N)N)C3=CC=C(C=C3)C(=O)NC(CCC(=O)O)C(=O)O. Drug 2: C1CN(CCN1C(=O)CCBr)C(=O)CCBr. Cell line: DU-145. Synergy scores: CSS=47.4, Synergy_ZIP=2.62, Synergy_Bliss=1.15, Synergy_Loewe=2.09, Synergy_HSA=4.70. (6) Drug 1: C1=C(C(=O)NC(=O)N1)N(CCCl)CCCl. Drug 2: CC1=C(N=C(N=C1N)C(CC(=O)N)NCC(C(=O)N)N)C(=O)NC(C(C2=CN=CN2)OC3C(C(C(C(O3)CO)O)O)OC4C(C(C(C(O4)CO)O)OC(=O)N)O)C(=O)NC(C)C(C(C)C(=O)NC(C(C)O)C(=O)NCCC5=NC(=CS5)C6=NC(=CS6)C(=O)NCCC[S+](C)C)O. Cell line: U251. Synergy scores: CSS=46.4, Synergy_ZIP=10.7, Synergy_Bliss=11.3, Synergy_Loewe=11.3, Synergy_HSA=12.6. (7) Cell line: A549. Drug 2: CCN(CC)CCNC(=O)C1=C(NC(=C1C)C=C2C3=C(C=CC(=C3)F)NC2=O)C. Drug 1: C1=C(C(=O)NC(=O)N1)N(CCCl)CCCl. Synergy scores: CSS=34.2, Synergy_ZIP=2.79, Synergy_Bliss=3.48, Synergy_Loewe=1.19, Synergy_HSA=2.16. (8) Drug 1: CC12CCC(CC1=CCC3C2CCC4(C3CC=C4C5=CN=CC=C5)C)O. Drug 2: C1C(C(OC1N2C=NC3=C2NC=NCC3O)CO)O. Cell line: SN12C. Synergy scores: CSS=9.07, Synergy_ZIP=-2.40, Synergy_Bliss=2.22, Synergy_Loewe=3.10, Synergy_HSA=3.08. (9) Drug 1: C1CCN(CC1)CCOC2=CC=C(C=C2)C(=O)C3=C(SC4=C3C=CC(=C4)O)C5=CC=C(C=C5)O. Drug 2: CN(CC1=CN=C2C(=N1)C(=NC(=N2)N)N)C3=CC=C(C=C3)C(=O)NC(CCC(=O)O)C(=O)O. Cell line: DU-145. Synergy scores: CSS=25.6, Synergy_ZIP=-4.07, Synergy_Bliss=-0.152, Synergy_Loewe=-22.7, Synergy_HSA=-2.19. (10) Drug 1: CN1CCC(CC1)COC2=C(C=C3C(=C2)N=CN=C3NC4=C(C=C(C=C4)Br)F)OC. Drug 2: C1=CC(=CC=C1C#N)C(C2=CC=C(C=C2)C#N)N3C=NC=N3. Cell line: NCI-H460. Synergy scores: CSS=-5.17, Synergy_ZIP=0.724, Synergy_Bliss=-4.83, Synergy_Loewe=-11.1, Synergy_HSA=-9.38.